Task: Predict the reactants needed to synthesize the given product.. Dataset: Full USPTO retrosynthesis dataset with 1.9M reactions from patents (1976-2016) (1) The reactants are: [C:1](Cl)(=[O:10])[CH:2]=[CH:3][C:4]1[CH:9]=[CH:8][CH:7]=[CH:6][CH:5]=1.C([O:14]CC)C.[CH2:17]1C[O:20][CH2:19][CH2:18]1. Given the product [C:1]([O-:10])(=[O:14])[CH:2]=[CH:3][C:4]1[CH:9]=[CH:8][CH:7]=[CH:6][CH:5]=1.[CH2:19]([O:20][C:1](=[O:10])[CH:2]=[CH2:3])[CH2:18][CH3:17], predict the reactants needed to synthesize it. (2) Given the product [CH3:18][O:19][C:20]1[CH:25]=[C:24]([C:26](=[O:29])[NH:27][CH3:28])[N:23]=[C:22]([CH2:30][CH2:31][C:32]([O:34][CH3:35])=[O:33])[CH:21]=1, predict the reactants needed to synthesize it. The reactants are: CC1C=C(CCC(OC)=O)C=C(C(=O)NC)C=1.[CH3:18][O:19][C:20]1[CH:25]=[C:24]([C:26](=[O:29])[NH:27][CH3:28])[N:23]=[C:22](/[CH:30]=[CH:31]/[C:32]([O:34][CH3:35])=[O:33])[CH:21]=1. (3) Given the product [OH:38][C@H:37]([CH2:36][OH:35])[CH2:39][O:40][NH:41][C:20]([C:12]1[CH:13]=[CH:14][C:15]2[CH:16]=[N:17][S:18][C:19]=2[C:11]=1[NH:10][C:7]1[CH:8]=[CH:9][C:4]([CH:1]2[CH2:3][CH2:2]2)=[CH:5][C:6]=1[F:23])=[O:22], predict the reactants needed to synthesize it. The reactants are: [CH:1]1([C:4]2[CH:9]=[CH:8][C:7]([NH:10][C:11]3[C:19]4[S:18][N:17]=[CH:16][C:15]=4[CH:14]=[CH:13][C:12]=3[C:20]([OH:22])=O)=[C:6]([F:23])[CH:5]=2)[CH2:3][CH2:2]1.C(N(C(C)C)CC)(C)C.CC1(C)[O:38][C@@H:37]([CH2:39][O:40][NH2:41])[CH2:36][O:35]1.CCN=C=NCCCN(C)C.C1C=CC2N(O)N=NC=2C=1. (4) Given the product [CH:1]([C:3]1[CH:8]=[C:7]([C:13]#[C:14][CH2:15][CH2:16][CH2:17][CH2:18][CH2:19][CH2:20][CH2:21][CH2:22][CH2:23][CH3:24])[CH:6]=[C:5]([CH:10]=[O:11])[C:4]=1[OH:12])=[O:2], predict the reactants needed to synthesize it. The reactants are: [CH:1]([C:3]1[CH:8]=[C:7](Br)[CH:6]=[C:5]([CH:10]=[O:11])[C:4]=1[OH:12])=[O:2].[CH:13]#[C:14][CH2:15][CH2:16][CH2:17][CH2:18][CH2:19][CH2:20][CH2:21][CH2:22][CH2:23][CH3:24]. (5) Given the product [CH3:39][O:38][C:36](=[O:37])[CH2:35][N:12]1[C:13]2[C:18](=[CH:17][C:16]([I:19])=[CH:15][CH:14]=2)[C:10](=[N:9][NH:8][C:6](=[O:7])[C:5]2[CH:21]=[CH:22][C:2]([OH:1])=[CH:3][CH:4]=2)[C:11]1=[O:20], predict the reactants needed to synthesize it. The reactants are: [OH:1][C:2]1[CH:22]=[CH:21][C:5]([C:6]([NH:8][N:9]=[C:10]2[C:18]3[C:13](=[CH:14][CH:15]=[C:16]([I:19])[CH:17]=3)[NH:12][C:11]2=[O:20])=[O:7])=[CH:4][CH:3]=1.C1CCN2C(=NCCC2)CC1.Br[CH2:35][C:36]([O:38][CH3:39])=[O:37]. (6) Given the product [CH3:23][C:22]1([CH3:35])[NH:17][C@H:4]([CH2:3][OH:18])[C@@H:5]([C:7]2[CH:8]=[CH:9][C:10]([S:13]([CH3:16])(=[O:14])=[O:15])=[CH:11][CH:12]=2)[O:6]1, predict the reactants needed to synthesize it. The reactants are: CO[C:3](=[O:18])[C@@H:4]([NH2:17])[C@@H:5]([C:7]1[CH:12]=[CH:11][C:10]([S:13]([CH3:16])(=[O:15])=[O:14])=[CH:9][CH:8]=1)[OH:6].[BH4-].[Na+].N[C@H:22]([CH2:35]O)[C@@H:23](C1C=CC(S(C)(=O)=O)=CC=1)O.Cl.COC(OC)(C)C.